Dataset: Aqueous solubility values for 9,982 compounds from the AqSolDB database. Task: Regression/Classification. Given a drug SMILES string, predict its absorption, distribution, metabolism, or excretion properties. Task type varies by dataset: regression for continuous measurements (e.g., permeability, clearance, half-life) or binary classification for categorical outcomes (e.g., BBB penetration, CYP inhibition). For this dataset (solubility_aqsoldb), we predict Y. The molecule is CC(C)(C)c1ccc(C(=O)O)cc1. The Y is -3.58 log mol/L.